Predict the reactants needed to synthesize the given product. From a dataset of Full USPTO retrosynthesis dataset with 1.9M reactions from patents (1976-2016). (1) Given the product [CH3:1][C:2]1([CH3:23])[CH2:7][C:6]([CH3:8])([CH3:9])[CH2:5][CH:4]([C:10]2[CH:15]=[CH:14][CH:13]=[CH:12][C:11]=2[NH2:16])[CH2:3]1, predict the reactants needed to synthesize it. The reactants are: [CH3:1][C:2]1([CH3:23])[CH2:7][C:6]([CH3:9])([CH3:8])[CH2:5][CH:4]([C:10]2[CH:15]=[CH:14][CH:13]=[CH:12][C:11]=2[NH:16]C(=O)C(C)(C)C)[CH2:3]1.C[O-].[Na+]. (2) Given the product [CH2:20]([O:27][C:28](=[O:36])[NH:29][C@H:30]1[CH2:34][CH2:33][N:32]([CH2:2][C:3]2[CH:12]=[C:11]3[C:6]([CH:7]=[CH:8][N:9]=[C:10]3[O:13][C:14]3[CH:19]=[CH:18][CH:17]=[CH:16][CH:15]=3)=[CH:5][CH:4]=2)[C:31]1=[O:35])[C:21]1[CH:22]=[CH:23][CH:24]=[CH:25][CH:26]=1, predict the reactants needed to synthesize it. The reactants are: Br[CH2:2][C:3]1[CH:12]=[C:11]2[C:6]([CH:7]=[CH:8][N:9]=[C:10]2[O:13][C:14]2[CH:19]=[CH:18][CH:17]=[CH:16][CH:15]=2)=[CH:5][CH:4]=1.[CH2:20]([O:27][C:28](=[O:36])[NH:29][C@H:30]1[CH2:34][CH2:33][NH:32][C:31]1=[O:35])[C:21]1[CH:26]=[CH:25][CH:24]=[CH:23][CH:22]=1. (3) Given the product [Br:1][C:2]1[CH:7]=[CH:6][N:5]([CH:10]2[CH2:13][O:12][CH2:11]2)[C:4](=[O:8])[CH:3]=1, predict the reactants needed to synthesize it. The reactants are: [Br:1][C:2]1[CH:7]=[CH:6][NH:5][C:4](=[O:8])[CH:3]=1.I[CH:10]1[CH2:13][O:12][CH2:11]1.C([O-])([O-])=O.[K+].[K+]. (4) The reactants are: Cl.[Cl:2][C:3]1[CH:4]=[N:5][N:6]([C:8]2[CH:22]=[CH:21][C:11]([O:12][CH2:13][C@@H:14]3[C@@H:19]([NH2:20])[CH2:18][CH2:17][O:16][CH2:15]3)=[C:10]([F:23])[CH:9]=2)[CH:7]=1.[CH3:24][S:25](Cl)(=[O:27])=[O:26].CO. Given the product [Cl:2][C:3]1[CH:4]=[N:5][N:6]([C:8]2[CH:22]=[CH:21][C:11]([O:12][CH2:13][C@@H:14]3[C@@H:19]([NH:20][S:25]([CH3:24])(=[O:27])=[O:26])[CH2:18][CH2:17][O:16][CH2:15]3)=[C:10]([F:23])[CH:9]=2)[CH:7]=1, predict the reactants needed to synthesize it. (5) Given the product [C:30](/[C:24](=[CH:35]/[CH2:36][CH3:37])/[C:25]#[C:26][C:27](=[O:29])[CH3:28])([CH2:31][CH3:32])([CH3:33])[CH3:34], predict the reactants needed to synthesize it. The reactants are: C(/C(=C/CC)/C#CC(=O)C)(C)(C)C.CS(OS(C)(=O)=O)(=O)=O.O[C:24]([CH2:35][CH2:36][CH3:37])([C:30]([CH3:34])([CH3:33])[CH2:31][CH3:32])[C:25]#[C:26][C:27](=[O:29])[CH3:28].C(N(CC)CC)C.Cl. (6) Given the product [CH2:16]([O:15][N:14]=[CH:13][C:5]1([C:3]([OH:4])=[O:2])[CH2:10][C@H:9]([CH3:11])[CH2:8][C@H:7]([CH3:12])[CH2:6]1)[C:17]1[CH:22]=[CH:21][CH:20]=[CH:19][CH:18]=1, predict the reactants needed to synthesize it. The reactants are: C[O:2][C:3]([C:5]1([CH:13]=[N:14][O:15][CH2:16][C:17]2[CH:22]=[CH:21][CH:20]=[CH:19][CH:18]=2)[CH2:10][C@H:9]([CH3:11])[CH2:8][C@H:7]([CH3:12])[CH2:6]1)=[O:4].O.[OH-].[Li+].Cl. (7) Given the product [OH:15][C:13]([C@@H:16]1[CH2:20][CH2:19][C@H:18]([C:21]([O:23][CH3:24])=[O:22])[CH2:17]1)([C:2]1[S:1][CH:5]=[CH:4][N:3]=1)[CH3:14], predict the reactants needed to synthesize it. The reactants are: [S:1]1[CH:5]=[CH:4][N:3]=[CH:2]1.[Cl-].[Li+].C([Mg]Cl)(C)C.[C:13]([C@@H:16]1[CH2:20][CH2:19][C@H:18]([C:21]([O:23][CH3:24])=[O:22])[CH2:17]1)(=[O:15])[CH3:14]. (8) Given the product [Cl:3][C:24]1[C:23](=[O:37])[N:22]([CH2:21][C:20]2[CH:38]=[CH:39][C:17]([O:16][CH3:15])=[CH:18][CH:19]=2)[C:31]2[C:26]([N:25]=1)=[CH:27][C:28]([C:32]([O:34][CH3:35])=[O:33])=[CH:29][CH:30]=2, predict the reactants needed to synthesize it. The reactants are: O=P(Cl)(Cl)[Cl:3].CN(C)C1C=CC=CC=1.[CH3:15][O:16][C:17]1[CH:39]=[CH:38][C:20]([CH2:21][N:22]2[C:31]3[C:26](=[CH:27][C:28]([C:32]([O:34][CH3:35])=[O:33])=[CH:29][CH:30]=3)[NH:25][C:24](=O)[C:23]2=[O:37])=[CH:19][CH:18]=1.